Dataset: Catalyst prediction with 721,799 reactions and 888 catalyst types from USPTO. Task: Predict which catalyst facilitates the given reaction. (1) Product: [Si:15]([O:14][CH:13]1[C:6]2=[CH:5][C:4]3[CH:3]=[C:2]([C:30](=[O:34])[CH2:31][CH2:32][CH3:33])[CH:10]=[CH:9][C:8]=3[N:7]2[CH2:11][CH2:12]1)([C:18]([CH3:21])([CH3:20])[CH3:19])([CH3:17])[CH3:16]. Reactant: Br[C:2]1[CH:10]=[CH:9][C:8]2[N:7]3[CH2:11][CH2:12][CH:13]([O:14][Si:15]([C:18]([CH3:21])([CH3:20])[CH3:19])([CH3:17])[CH3:16])[C:6]3=[CH:5][C:4]=2[CH:3]=1.[Li]CCCC.CON(C)[C:30](=[O:34])[CH2:31][CH2:32][CH3:33]. The catalyst class is: 1. (2) Reactant: [CH2:1]1[C:9]2[C:4](=[CH:5][CH:6]=[CH:7][CH:8]=2)[CH:3]=[CH:2]1.O1CCCC1.C([Li])CCC.[CH2:20]1[CH2:30][CH2:29][C:23](=[C:24]2[CH:28]=[CH:27][CH:26]=[CH:25]2)[CH2:22][CH2:21]1. Product: [CH:24]1([C:23]2([CH:1]3[C:9]4[C:4](=[CH:5][CH:6]=[CH:7][CH:8]=4)[CH:3]=[CH:2]3)[CH2:29][CH2:30][CH2:20][CH2:21][CH2:22]2)[CH:25]=[CH:26][CH:27]=[CH:28]1. The catalyst class is: 6. (3) Reactant: Br[C:2]1[N:7]=[C:6]2[S:8][C:9]([NH:11][C:12](=[O:14])[CH3:13])=[N:10][C:5]2=[CH:4][CH:3]=1.O.[NH2:16][C:17]1[CH:18]=[C:19](B(O)O)[CH:20]=[CH:21][CH:22]=1.C(=O)([O-])[O-].[K+].[K+].O. Product: [NH2:16][C:17]1[CH:22]=[C:21]([C:2]2[N:7]=[C:6]3[S:8][C:9]([NH:11][C:12](=[O:14])[CH3:13])=[N:10][C:5]3=[CH:4][CH:3]=2)[CH:20]=[CH:19][CH:18]=1. The catalyst class is: 12. (4) Reactant: C([O:8][C:9](=[O:20])[C:10]([CH3:19])([CH3:18])[CH2:11][N:12]1[CH2:17][CH2:16][CH2:15][CH2:14][CH2:13]1)C1C=CC=CC=1. Product: [CH3:18][C:10]([CH3:19])([CH2:11][N:12]1[CH2:17][CH2:16][CH2:15][CH2:14][CH2:13]1)[C:9]([OH:20])=[O:8]. The catalyst class is: 29. (5) Reactant: [C:1]([C:3]1[C:8]2[N:9]=[CH:10][N:11]([C:12]3[CH:17]=[CH:16][C:15]([NH:18][C:19]([NH:21][C:22]4[CH:27]=[C:26]([C:28]([F:31])([F:30])[F:29])[CH:25]=[C:24]([CH2:32][N:33]5[CH2:38][CH2:37][N:36]([CH3:39])[CH2:35][CH2:34]5)[CH:23]=4)=[O:20])=[CH:14][CH:13]=3)[C:7]=2[CH:6]=[CH:5][N:4]=1)#[N:2].OO.C(=O)([O-])[O-:43].[K+].[K+]. Product: [CH3:39][N:36]1[CH2:35][CH2:34][N:33]([CH2:32][C:24]2[CH:23]=[C:22]([NH:21][C:19](=[O:20])[NH:18][C:15]3[CH:16]=[CH:17][C:12]([N:11]4[C:7]5[CH:6]=[CH:5][N:4]=[C:3]([C:1]([NH2:2])=[O:43])[C:8]=5[N:9]=[CH:10]4)=[CH:13][CH:14]=3)[CH:27]=[C:26]([C:28]([F:30])([F:29])[F:31])[CH:25]=2)[CH2:38][CH2:37]1. The catalyst class is: 16. (6) Reactant: [NH2:1][CH2:2][CH2:3][CH2:4][CH2:5][CH:6]1[CH2:9][N:8]([C:10]([C:12]2[CH:17]=[CH:16][CH:15]=[CH:14][CH:13]=2)=[O:11])[CH2:7]1.[NH:18]1[C:26]2[CH:25]=[CH:24][N:23]=[CH:22][C:21]=2[CH:20]=[C:19]1[C:27](O)=[O:28].CN(C(ON1N=NC2C=CC=NC1=2)=[N+](C)C)C.F[P-](F)(F)(F)(F)F.CCN(C(C)C)C(C)C. Product: [C:10]([N:8]1[CH2:9][CH:6]([CH2:5][CH2:4][CH2:3][CH2:2][NH:1][C:27]([C:19]2[NH:18][C:26]3[CH:25]=[CH:24][N:23]=[CH:22][C:21]=3[CH:20]=2)=[O:28])[CH2:7]1)(=[O:11])[C:12]1[CH:13]=[CH:14][CH:15]=[CH:16][CH:17]=1. The catalyst class is: 3.